Dataset: Forward reaction prediction with 1.9M reactions from USPTO patents (1976-2016). Task: Predict the product of the given reaction. (1) The product is: [C:35]([C:32]1[C:33]([C:9]2[CH:10]=[CH:11][C:12]([C:15]3[CH:20]=[CH:19][CH:18]=[CH:17][C:16]=3[C:21]#[N:22])=[CH:13][CH:14]=2)=[C:29]([C:27]([O:26][CH2:24][CH3:25])=[O:28])[N:30]([CH3:39])[C:31]=1[CH2:37][CH3:38])#[N:36]. Given the reactants CC1(C)C(C)(C)OB([C:9]2[CH:14]=[CH:13][C:12]([C:15]3[CH:20]=[CH:19][CH:18]=[CH:17][C:16]=3[C:21]#[N:22])=[CH:11][CH:10]=2)O1.[CH2:24]([O:26][C:27]([C:29]1[N:30]([CH3:39])[C:31]([CH2:37][CH3:38])=[C:32]([C:35]#[N:36])[C:33]=1I)=[O:28])[CH3:25].C(OC(C)C)(=O)C.C(=O)([O-])[O-].[K+].[K+], predict the reaction product. (2) Given the reactants [Cl:1][C:2]1[CH:7]=[CH:6][C:5]([C:8]([C:11]2[CH:16]=[CH:15][C:14]([CH2:17][N:18]3[CH2:22][CH2:21][CH2:20][CH2:19]3)=[C:13]([F:23])[CH:12]=2)=[N:9]O)=[CH:4][CH:3]=1.ClC1C2C(=CC(Cl)=CC=2)N=CC=1.[Cl:36][C:37]1[CH:46]=[C:45]2[C:40]([C:41]([NH2:67])=[CH:42][CH2:43]N2C(C2C=CC=C(Cl)C=2)C2C=CC(CN3CCCC3)=CC=2)=[CH:39][CH:38]=1, predict the reaction product. The product is: [Cl:36][C:37]1[CH:46]=[C:45]2[C:40]([C:41]([NH2:67])=[CH:42][CH2:43][N:9]2[CH:8]([C:5]2[CH:6]=[CH:7][C:2]([Cl:1])=[CH:3][CH:4]=2)[C:11]2[CH:16]=[CH:15][C:14]([CH2:17][N:18]3[CH2:22][CH2:21][CH2:20][CH2:19]3)=[C:13]([F:23])[CH:12]=2)=[CH:39][CH:38]=1. (3) Given the reactants [O:1]1[CH2:6][CH2:5][CH:4]([N:7]2[CH2:19][CH2:18][C:10]3([CH:12]([C:13]([O:15]CC)=[O:14])[CH2:11]3)[CH2:9][CH2:8]2)[CH2:3][CH2:2]1.[Li+].[OH-].[OH-].[Na+], predict the reaction product. The product is: [O:1]1[CH2:6][CH2:5][CH:4]([N:7]2[CH2:8][CH2:9][C:10]3([CH:12]([C:13]([OH:15])=[O:14])[CH2:11]3)[CH2:18][CH2:19]2)[CH2:3][CH2:2]1. (4) Given the reactants [Br:1][C:2]1[CH:9]=[C:8]([OH:10])[CH:7]=[CH:6][C:3]=1[C:4]#[N:5].C([O-])([O-])=O.[Cs+].[Cs+].I[CH2:18][CH2:19][F:20], predict the reaction product. The product is: [Br:1][C:2]1[CH:9]=[C:8]([O:10][CH2:18][CH2:19][F:20])[CH:7]=[CH:6][C:3]=1[C:4]#[N:5]. (5) Given the reactants [C:1]([C:3]1[CH:4]=[C:5]([CH:24]=[CH:25][CH:26]=1)[C:6]([NH:8][C:9]1[C:10]([NH2:23])=[CH:11][C:12]([O:15][Si:16]([CH3:22])([CH3:21])[C:17]([CH3:20])([CH3:19])[CH3:18])=[CH:13][CH:14]=1)=[O:7])#[N:2].N1C=CC=CC=1.[CH:33]([C:36]1[CH:44]=[CH:43][C:39]([C:40](Cl)=[O:41])=[CH:38][CH:37]=1)([CH3:35])[CH3:34], predict the reaction product. The product is: [C:1]([C:3]1[CH:4]=[C:5]([CH:24]=[CH:25][CH:26]=1)[C:6]([NH:8][C:9]1[C:10]([NH:23][C:40](=[O:41])[C:39]2[CH:43]=[CH:44][C:36]([CH:33]([CH3:34])[CH3:35])=[CH:37][CH:38]=2)=[CH:11][C:12]([O:15][Si:16]([CH3:21])([CH3:22])[C:17]([CH3:20])([CH3:19])[CH3:18])=[CH:13][CH:14]=1)=[O:7])#[N:2]. (6) Given the reactants C(OC([N:11]([C:23]1([C:30]([O:32][CH2:33][CH3:34])=[O:31])[CH2:27][C:26](=[O:28])[NH:25][C:24]1=[O:29])NC(OCC1C=CC=CC=1)=O)=O)C1C=CC=CC=1.[H][H], predict the reaction product. The product is: [NH2:11][C:23]1([C:30]([O:32][CH2:33][CH3:34])=[O:31])[CH2:27][C:26](=[O:28])[NH:25][C:24]1=[O:29]. (7) Given the reactants [NH2:1][C:2]1[CH:10]=[CH:9][CH:8]=[C:7]2[C:3]=1[C:4](=[O:20])[N:5]([CH:12]1[CH2:17][CH2:16][C:15](=[O:18])[NH:14][C:13]1=[O:19])[C:6]2=[O:11].[F:21][C:22]1[CH:30]=[CH:29][CH:28]=[CH:27][C:23]=1[C:24](Cl)=[O:25].CO, predict the reaction product. The product is: [O:19]=[C:13]1[CH:12]([N:5]2[C:4](=[O:20])[C:3]3[C:7](=[CH:8][CH:9]=[CH:10][C:2]=3[NH:1][C:24](=[O:25])[C:23]3[CH:27]=[CH:28][CH:29]=[CH:30][C:22]=3[F:21])[C:6]2=[O:11])[CH2:17][CH2:16][C:15](=[O:18])[NH:14]1.